This data is from Catalyst prediction with 721,799 reactions and 888 catalyst types from USPTO. The task is: Predict which catalyst facilitates the given reaction. (1) Product: [F:24][C:2]([F:1])([F:23])[C:3]([NH:5][CH2:6][CH2:7][C:8]1[CH:9]=[CH:10][C:11]([S:14][C:15]2[CH:20]=[CH:19][C:18]([OH:21])=[CH:17][CH:16]=2)=[CH:12][CH:13]=1)=[O:4]. The catalyst class is: 4. Reactant: [F:1][C:2]([F:24])([F:23])[C:3]([NH:5][CH2:6][CH2:7][C:8]1[CH:13]=[CH:12][C:11]([S:14][C:15]2[CH:20]=[CH:19][C:18]([O:21]C)=[CH:17][CH:16]=2)=[CH:10][CH:9]=1)=[O:4].B(Br)(Br)Br. (2) Reactant: [Cl:1][C:2]1[C:22]([N+:23]([O-])=O)=[CH:21][CH:20]=[CH:19][C:3]=1[CH2:4][N:5]1[CH2:10][CH2:9][N:8]([C:11]([O:13][C:14]([CH3:17])([CH3:16])[CH3:15])=[O:12])[C@@H:7]([CH3:18])[CH2:6]1. Product: [NH2:23][C:22]1[C:2]([Cl:1])=[C:3]([CH:19]=[CH:20][CH:21]=1)[CH2:4][N:5]1[CH2:10][CH2:9][N:8]([C:11]([O:13][C:14]([CH3:17])([CH3:15])[CH3:16])=[O:12])[C@@H:7]([CH3:18])[CH2:6]1. The catalyst class is: 29. (3) Reactant: [CH2:1](/[C:3](=[CH:9]\[CH:10]=[CH:11]\[CH2:12][CH2:13]/[CH:14]=[CH:15]\[CH2:16]/[CH:17]=[CH:18]\[CH2:19]/[CH:20]=[CH:21]\[CH2:22]/[CH:23]=[CH:24]\[CH2:25][CH3:26])/[C:4]([O:6]CC)=[O:5])[CH3:2].[Li+].[OH-].Cl. Product: [CH2:1](/[C:3](=[CH:9]\[CH:10]=[CH:11]\[CH2:12][CH2:13]/[CH:14]=[CH:15]\[CH2:16]/[CH:17]=[CH:18]\[CH2:19]/[CH:20]=[CH:21]\[CH2:22]/[CH:23]=[CH:24]\[CH2:25][CH3:26])/[C:4]([OH:6])=[O:5])[CH3:2]. The catalyst class is: 40. (4) Reactant: Cl.[NH2:2][C:3]1[N:7]([C:8]2[CH:17]=[C:16]3[C:11]([CH2:12][CH2:13][NH:14][C:15]3=O)=[CH:10][CH:9]=2)[N:6]=[C:5]([C:19]([CH3:22])([CH3:21])[CH3:20])[CH:4]=1.[H-].[H-].[H-].[H-].[Li+].[Al+3].[OH-].[Na+].[CH3:43][C:42]([O:41][C:39](O[C:39]([O:41][C:42]([CH3:45])([CH3:44])[CH3:43])=[O:40])=[O:40])([CH3:45])[CH3:44]. Product: [C:42]([O:41][C:39]([N:14]1[CH2:13][CH2:12][C:11]2[C:16](=[CH:17][C:8]([N:7]3[C:3]([NH2:2])=[CH:4][C:5]([C:19]([CH3:22])([CH3:21])[CH3:20])=[N:6]3)=[CH:9][CH:10]=2)[CH2:15]1)=[O:40])([CH3:43])([CH3:44])[CH3:45]. The catalyst class is: 1. (5) Reactant: Cl.Cl.[NH:3]1[CH2:8][CH2:7][CH:6](/[CH:9]=[C:10]2/[C:11]([NH:16][CH2:17][C:18]#[CH:19])=[N:12][C:13](=[O:15])[S:14]/2)[CH2:5][CH2:4]1.[Cl:20][C:21]1[CH:28]=[C:27]([C:29]([F:32])([F:31])[F:30])[CH:26]=[CH:25][C:22]=1[CH:23]=O.C(O[BH-](OC(=O)C)OC(=O)C)(=O)C.[Na+].C(=O)([O-])O.[Na+]. Product: [Cl:20][C:21]1[CH:28]=[C:27]([C:29]([F:30])([F:31])[F:32])[CH:26]=[CH:25][C:22]=1[CH2:23][N:3]1[CH2:8][CH2:7][CH:6](/[CH:9]=[C:10]2/[C:11]([NH:16][CH2:17][C:18]#[CH:19])=[N:12][C:13](=[O:15])[S:14]/2)[CH2:5][CH2:4]1. The catalyst class is: 338. (6) Reactant: [CH:1]1([CH2:7][C@H:8]([NH:13][C:14](=[O:20])[O:15][C:16]([CH3:19])([CH3:18])[CH3:17])[C:9](=[O:12])[CH2:10][CH3:11])[CH2:6][CH2:5][CH2:4][CH2:3][CH2:2]1.[BH4-].[Na+].[NH4+].[Cl-]. Product: [CH:1]1([CH2:7][C@H:8]([NH:13][C:14](=[O:20])[O:15][C:16]([CH3:19])([CH3:18])[CH3:17])[CH:9]([OH:12])[CH2:10][CH3:11])[CH2:2][CH2:3][CH2:4][CH2:5][CH2:6]1. The catalyst class is: 36. (7) Reactant: C([O:3][C:4](=[O:32])[CH2:5][C:6]1[CH:11]=[CH:10][C:9]([C:12]#[C:13][C:14]2[CH:23]=[CH:22][C:21]3[CH:20]([N:24](C4CC4)[CH3:25])[CH2:19][CH2:18][C:17]([CH3:30])([CH3:29])[C:16]=3[CH:15]=2)=[CH:8][C:7]=1[F:31])C.CO.O1[CH2:39][CH2:38][CH2:37]C1.O.[OH-].[Li+]. Product: [C:37]1(=[CH:25][NH:24][CH:20]2[CH2:19][CH2:18][C:17]([CH3:29])([CH3:30])[C:16]3[CH:15]=[C:14]([C:13]#[C:12][C:9]4[CH:10]=[CH:11][C:6]([CH2:5][C:4]([OH:3])=[O:32])=[C:7]([F:31])[CH:8]=4)[CH:23]=[CH:22][C:21]2=3)[CH2:38][CH2:39]1. The catalyst class is: 6.